Dataset: Peptide-MHC class II binding affinity with 134,281 pairs from IEDB. Task: Regression. Given a peptide amino acid sequence and an MHC pseudo amino acid sequence, predict their binding affinity value. This is MHC class II binding data. (1) The peptide sequence is LQSLWANFYELLADA. The MHC is DRB1_1302 with pseudo-sequence DRB1_1302. The binding affinity (normalized) is 0.714. (2) The peptide sequence is SKAALTSKLDAAYKL. The MHC is HLA-DQA10501-DQB10301 with pseudo-sequence HLA-DQA10501-DQB10301. The binding affinity (normalized) is 0.461. (3) The binding affinity (normalized) is 0. The peptide sequence is IEEAPEMPALYEKKL. The MHC is HLA-DQA10501-DQB10302 with pseudo-sequence HLA-DQA10501-DQB10302. (4) The peptide sequence is RFLYIIKLVFLWLLW. The MHC is DRB1_0101 with pseudo-sequence DRB1_0101. The binding affinity (normalized) is 0.387. (5) The peptide sequence is TMLLGMLMICSAA. The MHC is DRB1_0802 with pseudo-sequence DRB1_0802. The binding affinity (normalized) is 0.374. (6) The peptide sequence is AYSIEFGTNISKEHD. The binding affinity (normalized) is 0.159. The MHC is HLA-DQA10501-DQB10201 with pseudo-sequence HLA-DQA10501-DQB10201.